Dataset: Catalyst prediction with 721,799 reactions and 888 catalyst types from USPTO. Task: Predict which catalyst facilitates the given reaction. (1) Reactant: [CH3:1][O:2][C:3]1[CH:11]=[CH:10][C:6]([C:7]([NH2:9])=[O:8])=[CH:5][CH:4]=1.Cl[S:13]Cl.C1[CH2:19][O:18]CC1. Product: [CH3:1][O:2][C:3]1[CH:11]=[CH:10][C:6]([C:7]2[O:8][C:19](=[O:18])[S:13][N:9]=2)=[CH:5][CH:4]=1. The catalyst class is: 11. (2) Reactant: [N:1]1([C:7]2[CH:40]=[CH:39][C:10]([O:11][CH2:12][CH2:13][C:14]3[CH:15]=[CH:16][C:17]4[NH:23][C:22]5[CH:24]=[C:25](B6OC(C)(C)C(C)(C)O6)[CH:26]=[CH:27][C:21]=5[C:20](=[O:37])[NH:19][C:18]=4[CH:38]=3)=[CH:9][CH:8]=2)[CH2:6][CH2:5][O:4][CH2:3][CH2:2]1.[F-].[Cs+].CO[CH2:45][CH2:46]OC. Product: [N:1]1([C:7]2[CH:40]=[CH:39][C:10]([O:11][CH2:12][CH2:13][C:14]3[CH:15]=[CH:16][C:17]4[NH:23][C:22]5[CH:24]=[C:25]([C:46]6[C:45]7[C:17](=[CH:18][N:19]=[CH:20][CH:21]=7)[NH:23][CH:22]=6)[CH:26]=[CH:27][C:21]=5[C:20](=[O:37])[NH:19][C:18]=4[CH:38]=3)=[CH:9][CH:8]=2)[CH2:2][CH2:3][O:4][CH2:5][CH2:6]1. The catalyst class is: 694. (3) Reactant: [NH2:1][C:2]1[C:16]([F:17])=[CH:15][C:5]([O:6][C:7]2[CH:12]=[CH:11][N:10]=[C:9]([NH2:13])[C:8]=2I)=[C:4]([F:18])[CH:3]=1.[CH3:19][N:20]1[CH:24]=[C:23](B2OC(C)(C)C(C)(C)O2)[CH:22]=[N:21]1.C([O-])([O-])=O.[K+].[K+].C([O-])(O)=O.[Na+]. Product: [NH2:1][C:2]1[C:16]([F:17])=[CH:15][C:5]([O:6][C:7]2[CH:12]=[CH:11][N:10]=[C:9]([NH2:13])[C:8]=2[C:23]2[CH:22]=[N:21][N:20]([CH3:19])[CH:24]=2)=[C:4]([F:18])[CH:3]=1. The catalyst class is: 70.